This data is from Forward reaction prediction with 1.9M reactions from USPTO patents (1976-2016). The task is: Predict the product of the given reaction. (1) Given the reactants [NH2:1][C:2]1[CH:11]=[CH:10][CH:9]=[C:8]2[C:3]=1[CH:4]=[CH:5][CH:6]=[C:7]2[OH:12].[H-].[Na+].[CH3:15]I, predict the reaction product. The product is: [CH3:15][O:12][C:7]1[CH:6]=[CH:5][CH:4]=[C:3]2[C:8]=1[CH:9]=[CH:10][CH:11]=[C:2]2[NH2:1]. (2) Given the reactants C1(C(NC(C)C)C(C2C=CC=CC=2F)CCN2CCN(C3C=CC=CC=3OC)CC2)CCCCC1.[Br:36][C:37]1[CH:49]=[CH:48][C:47]([O:50][CH3:51])=[CH:46][C:38]=1[CH2:39][N:40]1[CH2:45][CH2:44][NH:43][CH2:42][CH2:41]1.[CH:52]1([C:58](=[O:75])[CH:59]([C:68]2[CH:73]=[CH:72][CH:71]=[CH:70][C:69]=2[F:74])[CH2:60][CH:61](OCC)OCC)[CH2:57][CH2:56][CH2:55][CH2:54][CH2:53]1, predict the reaction product. The product is: [Br:36][C:37]1[CH:49]=[CH:48][C:47]([O:50][CH3:51])=[CH:46][C:38]=1[CH2:39][N:40]1[CH2:41][CH2:42][N:43]([CH2:61][CH2:60][CH:59]([C:68]2[CH:73]=[CH:72][CH:71]=[CH:70][C:69]=2[F:74])[C:58]([CH:52]2[CH2:57][CH2:56][CH2:55][CH2:54][CH2:53]2)=[O:75])[CH2:44][CH2:45]1. (3) Given the reactants C(OC(=O)[NH:7][C:8]1[CH:13]=[CH:12][C:11]([C:14]2[CH:19]=[CH:18][CH:17]=[CH:16][C:15]=2[F:20])=[CH:10][C:9]=1[NH:21][C:22](=[O:40])[CH2:23][C:24]([C:26]1[CH:31]=[CH:30][CH:29]=[C:28]([C:32]2[N:33]=[N:34][C:35]([O:38][CH3:39])=[CH:36][CH:37]=2)[CH:27]=1)=O)(C)(C)C.C(O)(C(F)(F)F)=O, predict the reaction product. The product is: [F:20][C:15]1[CH:16]=[CH:17][CH:18]=[CH:19][C:14]=1[C:11]1[CH:12]=[CH:13][C:8]2[N:7]=[C:24]([C:26]3[CH:31]=[CH:30][CH:29]=[C:28]([C:32]4[N:33]=[N:34][C:35]([O:38][CH3:39])=[CH:36][CH:37]=4)[CH:27]=3)[CH2:23][C:22](=[O:40])[NH:21][C:9]=2[CH:10]=1. (4) The product is: [C:11]([O:10][C:9](=[O:15])[NH:8][CH2:7][CH:3]1[O:4][CH2:5][CH2:6][N:1]([C:17]2[CH:22]=[CH:21][C:20]([C:23]([F:26])([F:25])[F:24])=[CH:19][N:18]=2)[CH2:2]1)([CH3:12])([CH3:14])[CH3:13]. Given the reactants [NH:1]1[CH2:6][CH2:5][O:4][CH:3]([CH2:7][NH:8][C:9](=[O:15])[O:10][C:11]([CH3:14])([CH3:13])[CH3:12])[CH2:2]1.Cl[C:17]1[CH:22]=[CH:21][C:20]([C:23]([F:26])([F:25])[F:24])=[CH:19][N:18]=1.CC(C)([O-])C.[Na+].CC(C1C=C(C(C)C)C(C2C=CC=CC=2P(C2CCCCC2)C2CCCCC2)=C(C(C)C)C=1)C, predict the reaction product. (5) Given the reactants [F:1][C:2]([F:12])([F:11])[C:3]([NH:5][CH2:6][CH2:7][NH:8][CH2:9][CH3:10])=[O:4].CCN(C(C)C)C(C)C.[CH2:22]([O:29][C:30](N1C(=O)CCC1=O)=[O:31])[C:23]1[CH:28]=[CH:27][CH:26]=[CH:25][CH:24]=1, predict the reaction product. The product is: [CH2:22]([O:29][C:30](=[O:31])[N:8]([CH2:9][CH3:10])[CH2:7][CH2:6][NH:5][C:3](=[O:4])[C:2]([F:11])([F:12])[F:1])[C:23]1[CH:28]=[CH:27][CH:26]=[CH:25][CH:24]=1. (6) Given the reactants [Cu]C#N.[Cl-].[Li+].I[C:7]1[CH:16]=[CH:15][C:10]([C:11]([O:13][CH3:14])=[O:12])=[CH:9][CH:8]=1.[CH2:17](Br)[CH:18]=[CH2:19], predict the reaction product. The product is: [CH2:19]([C:7]1[CH:16]=[CH:15][C:10]([C:11]([O:13][CH3:14])=[O:12])=[CH:9][CH:8]=1)[CH:18]=[CH2:17]. (7) Given the reactants [C:1]([N:8]1[CH2:13][CH2:12][NH:11][CH2:10][CH2:9]1)([O:3][C:4]([CH3:7])([CH3:6])[CH3:5])=[O:2].Br[C:15]1[CH:20]=[C:19]([CH3:21])[C:18]([CH3:22])=[CH:17][C:16]=1[CH3:23].C1(P(C2C=CC=CC=2)C2C=CC3C(=CC=CC=3)C=2C2C3C(=CC=CC=3)C=CC=2P(C2C=CC=CC=2)C2C=CC=CC=2)C=CC=CC=1.CC(C)([O-])C.[Na+], predict the reaction product. The product is: [C:4]([O:3][C:1]([N:8]1[CH2:9][CH2:10][N:11]([C:15]2[CH:20]=[C:19]([CH3:21])[C:18]([CH3:22])=[CH:17][C:16]=2[CH3:23])[CH2:12][CH2:13]1)=[O:2])([CH3:7])([CH3:6])[CH3:5]. (8) Given the reactants O[CH:2]([C:12]1[CH:17]=[CH:16][C:15]([CH:18]([CH3:20])[CH3:19])=[CH:14][CH:13]=1)[C:3]1[C:8]([CH3:9])=[CH:7][C:6]([CH3:10])=[CH:5][C:4]=1[OH:11], predict the reaction product. The product is: [CH:18]([C:15]1[CH:16]=[CH:17][C:12]([CH2:2][C:3]2[C:8]([CH3:9])=[CH:7][C:6]([CH3:10])=[CH:5][C:4]=2[OH:11])=[CH:13][CH:14]=1)([CH3:20])[CH3:19]. (9) Given the reactants [F:1][C:2]1[CH:26]=[CH:25][CH:24]=[C:23]([F:27])[C:3]=1[C:4]([NH:6][C:7]1[C:8]([C:12]2[NH:16][C:15]3[CH:17]=[CH:18][C:19]([O:21]C)=[CH:20][C:14]=3[N:13]=2)=[N:9][NH:10][CH:11]=1)=[O:5].[Cl-].[Al+3].[Cl-].[Cl-].C([O-])(O)=O.[Na+].C(O)(=O)CC(CC(O)=O)(C(O)=O)O, predict the reaction product. The product is: [F:1][C:2]1[CH:26]=[CH:25][CH:24]=[C:23]([F:27])[C:3]=1[C:4]([NH:6][C:7]1[C:8]([C:12]2[NH:16][C:15]3[CH:17]=[CH:18][C:19]([OH:21])=[CH:20][C:14]=3[N:13]=2)=[N:9][NH:10][CH:11]=1)=[O:5].